Dataset: Forward reaction prediction with 1.9M reactions from USPTO patents (1976-2016). Task: Predict the product of the given reaction. (1) Given the reactants CC(C)([O-])C.[K+].[F:7][C:8]1[CH:13]=[C:12]([F:14])[CH:11]=[CH:10][C:9]=1[N:15]1[C:19]2=[N:20][C:21]([CH3:25])=[N:22][C:23]([NH2:24])=[C:18]2[CH:17]=[N:16]1.[F:26][C:27]1[CH:28]=[CH:29][C:30]([O:44][CH3:45])=[C:31]([C:33]([CH3:43])([CH3:42])[CH2:34][C@@:35]2([C:38]([F:41])([F:40])[F:39])[CH2:37][O:36]2)[CH:32]=1, predict the reaction product. The product is: [F:7][C:8]1[CH:13]=[C:12]([F:14])[CH:11]=[CH:10][C:9]=1[N:15]1[C:19]2=[N:20][C:21]([CH3:25])=[N:22][C:23]([NH:24][CH2:37][C@@:35]([OH:36])([CH2:34][C:33]([C:31]3[CH:32]=[C:27]([F:26])[CH:28]=[CH:29][C:30]=3[O:44][CH3:45])([CH3:42])[CH3:43])[C:38]([F:40])([F:39])[F:41])=[C:18]2[CH:17]=[N:16]1. (2) Given the reactants [C:1]([NH:4][C@@H:5]1[C@@H:10]([O:11][C:12](=[O:14])[CH3:13])[C@H:9]([O:15][C:16](=[O:18])[CH3:17])[C@@H:8]([CH2:19][O:20][C:21](=[O:23])[CH3:22])[O:7][C@H:6]1[O:24][C@@H:25]1[C@H:31]([O:32][CH2:33][C:34]2[CH:39]=[CH:38][CH:37]=[CH:36][CH:35]=2)[C@@H:30]([O:40][CH2:41][C:42]2[CH:47]=[CH:46][CH:45]=[CH:44][CH:43]=2)[C@H:29]([CH3:48])[O:28][C@H:26]1[OH:27])(=[O:3])[CH3:2].[Cl:49][C:50]([Cl:54])([Cl:53])[C:51]#[N:52].C1CCN2C(=NCCC2)CC1, predict the reaction product. The product is: [Cl:49][C:50]([Cl:54])([Cl:53])[C:51]([O:27][C@@H:26]1[O:28][C@@H:29]([CH3:48])[C@H:30]([O:40][CH2:41][C:42]2[CH:47]=[CH:46][CH:45]=[CH:44][CH:43]=2)[C@@H:31]([O:32][CH2:33][C:34]2[CH:39]=[CH:38][CH:37]=[CH:36][CH:35]=2)[C@H:25]1[O:24][C@@H:6]1[O:7][C@H:8]([CH2:19][O:20][C:21](=[O:23])[CH3:22])[C@@H:9]([O:15][C:16](=[O:18])[CH3:17])[C@H:10]([O:11][C:12](=[O:14])[CH3:13])[C@H:5]1[NH:4][C:1](=[O:3])[CH3:2])=[NH:52]. (3) The product is: [CH3:14][O:15][C:16]1[CH:21]=[CH:20][C:19]([O:22][P:2]2([O:22][C:19]3[CH:20]=[CH:21][C:16]([O:15][CH3:14])=[CH:17][CH:18]=3)[N:7]=[P:6]([O:22][C:19]3[CH:20]=[CH:21][C:16]([O:15][CH3:14])=[CH:17][CH:18]=3)([O:31][C:28]3[CH:29]=[CH:30][C:25]([O:24][CH3:23])=[CH:26][CH:27]=3)[N:5]=[P:4]([O:22][C:19]3[CH:20]=[CH:21][C:16]([O:15][CH3:14])=[CH:17][CH:18]=3)([O:22][C:19]3[CH:20]=[CH:21][C:16]([O:15][CH3:14])=[CH:17][CH:18]=3)[N:3]=2)=[CH:18][CH:17]=1. Given the reactants Cl[P:2]1(Cl)[N:7]=[P:6](Cl)(Cl)[N:5]=[P:4](Cl)(Cl)[N:3]=1.[Na].[CH3:14][O:15][C:16]1[CH:21]=[CH:20][C:19]([OH:22])=[CH:18][CH:17]=1.[CH3:23][O:24][C:25]1[CH:30]=[CH:29][C:28]([OH:31])=[CH:27][CH:26]=1.[Na], predict the reaction product. (4) The product is: [CH3:21][S:22]([O:8][CH2:9][CH:10]1[CH2:13][N:12]([C:14]([O:16][C:17]([CH3:20])([CH3:19])[CH3:18])=[O:15])[CH2:11]1)(=[O:24])=[O:23]. Given the reactants C(N(CC)CC)C.[OH:8][CH2:9][CH:10]1[CH2:13][N:12]([C:14]([O:16][C:17]([CH3:20])([CH3:19])[CH3:18])=[O:15])[CH2:11]1.[CH3:21][S:22](Cl)(=[O:24])=[O:23], predict the reaction product. (5) Given the reactants C([O:3][C:4](=[O:35])[C:5]([O:8][CH2:9][C:10]1[C:11]([CH3:34])=[N:12][C:13]([C:24]2[CH:29]=[CH:28][C:27]([C:30]([F:33])([F:32])[F:31])=[CH:26][CH:25]=2)=[C:14]([C:16]2[CH:21]=[CH:20][C:19]([Cl:22])=[CH:18][C:17]=2[Cl:23])[CH:15]=1)([CH3:7])[CH3:6])C.[Li+].[OH-].Cl, predict the reaction product. The product is: [Cl:23][C:17]1[CH:18]=[C:19]([Cl:22])[CH:20]=[CH:21][C:16]=1[C:14]1[CH:15]=[C:10]([CH2:9][O:8][C:5]([CH3:7])([CH3:6])[C:4]([OH:35])=[O:3])[C:11]([CH3:34])=[N:12][C:13]=1[C:24]1[CH:25]=[CH:26][C:27]([C:30]([F:32])([F:33])[F:31])=[CH:28][CH:29]=1. (6) Given the reactants C[O:2][C:3]1[CH:20]=[CH:19][C:6]([O:7][C:8]2[CH:18]=[CH:17][C:11]3[NH:12][C:13](=[O:16])[CH2:14][O:15][C:10]=3[CH:9]=2)=[CH:5][CH:4]=1.B(Br)(Br)Br, predict the reaction product. The product is: [OH:2][C:3]1[CH:20]=[CH:19][C:6]([O:7][C:8]2[CH:18]=[CH:17][C:11]3[NH:12][C:13](=[O:16])[CH2:14][O:15][C:10]=3[CH:9]=2)=[CH:5][CH:4]=1.